From a dataset of Catalyst prediction with 721,799 reactions and 888 catalyst types from USPTO. Predict which catalyst facilitates the given reaction. (1) Product: [Cl:1][C:2]1[CH:3]=[C:4]([C:12]2([C:30]([F:31])([F:32])[F:33])[O:16][N:15]=[C:14]([C:17]3[C:26]4[C:21](=[CH:22][CH:23]=[CH:24][CH:25]=4)[C:20]([C:27]([N:73]4[CH2:74][C:75](=[O:76])[N:71]([CH2:70][CH2:69][C:68]([F:67])([F:77])[F:78])[CH2:72]4)=[O:28])=[CH:19][CH:18]=3)[CH2:13]2)[CH:5]=[C:6]([C:8]([F:9])([F:10])[F:11])[CH:7]=1. Reactant: [Cl:1][C:2]1[CH:3]=[C:4]([C:12]2([C:30]([F:33])([F:32])[F:31])[O:16][N:15]=[C:14]([C:17]3[C:26]4[C:21](=[CH:22][CH:23]=[CH:24][CH:25]=4)[C:20]([C:27](O)=[O:28])=[CH:19][CH:18]=3)[CH2:13]2)[CH:5]=[C:6]([C:8]([F:11])([F:10])[F:9])[CH:7]=1.CN(C(ON1N=NC2C=CC=NC1=2)=[N+](C)C)C.F[P-](F)(F)(F)(F)F.CCN(C(C)C)C(C)C.[F:67][C:68]([F:78])([F:77])[CH2:69][CH2:70][N:71]1[C:75](=[O:76])[CH2:74][NH:73][CH2:72]1. The catalyst class is: 9. (2) Product: [C:48]([OH:55])(=[O:54])/[CH:49]=[CH:50]/[C:51]([OH:53])=[O:52].[CH:22]1([NH:21][C:20](=[O:28])[C@H:18]([CH3:19])[CH2:17][C@H:16]([OH:29])[C@@H:15]([NH2:14])[CH2:30][N:31]2[CH2:36][C:35](=[O:37])[N:34]([C:38]3[CH:43]=[CH:42][CH:41]=[CH:40][C:39]=3[CH3:44])[CH2:33][C:32]2([CH3:45])[CH3:46])[CH2:23][CH2:24][CH2:25][CH2:26][CH2:27]1.[NH2:85][C@@H:67]([CH2:68][N:69]1[CH2:74][C:73](=[O:75])[N:72]([C:76]2[CH:81]=[CH:80][CH:79]=[CH:78][C:77]=2[CH3:82])[CH2:71][C:70]1([CH3:83])[CH3:84])[C@@H:66]([OH:86])[CH2:65][C@@H:64]([CH3:87])[C:63]([NH:62][CH:56]1[CH2:57][CH2:58][CH2:59][CH2:60][CH2:61]1)=[O:88]. The catalyst class is: 61. Reactant: FC(F)(F)C(O)=O.C(OC(=O)[NH:14][C@@H:15]([CH2:30][N:31]1[CH2:36][C:35](=[O:37])[N:34]([C:38]2[CH:43]=[CH:42][CH:41]=[CH:40][C:39]=2[CH3:44])[CH2:33][C:32]1([CH3:46])[CH3:45])[C@@H:16]([OH:29])[CH2:17][C@H:18]([C:20](=[O:28])[NH:21][CH:22]1[CH2:27][CH2:26][CH2:25][CH2:24][CH2:23]1)[CH3:19])(C)(C)C.[C:48]([OH:55])(=[O:54])/[CH:49]=[CH:50]/[C:51]([OH:53])=[O:52].[CH:56]1([NH:62][C:63](=[O:88])[C@H:64]([CH3:87])[CH2:65][C@H:66]([OH:86])[C@@H:67]([NH2:85])[CH2:68][N:69]2[CH2:74][C:73](=[O:75])[N:72]([C:76]3[CH:81]=[CH:80][CH:79]=[CH:78][C:77]=3[CH3:82])[CH2:71][C:70]2([CH3:84])[CH3:83])[CH2:61][CH2:60][CH2:59][CH2:58][CH2:57]1. (3) Reactant: [NH2:1][C:2]1[CH:7]=[CH:6][CH:5]=[C:4]([NH2:8])[C:3]=1[NH:9][CH2:10][C:11]([F:18])([F:17])[C:12]([O:14][CH2:15][CH3:16])=[O:13].[Cl:19][C:20]1[CH:25]=[C:24]([Cl:26])[CH:23]=[CH:22][C:21]=1[N:27]=[C:28]=[S:29]. Product: [NH2:8][C:4]1[CH:5]=[CH:6][CH:7]=[C:2]([NH:1][C:28](=[S:29])[NH:27][C:21]2[CH:22]=[CH:23][C:24]([Cl:26])=[CH:25][C:20]=2[Cl:19])[C:3]=1[NH:9][CH2:10][C:11]([F:17])([F:18])[C:12]([O:14][CH2:15][CH3:16])=[O:13]. The catalyst class is: 7. (4) Reactant: [CH3:1][O:2][C:3]1[CH:8]=[CH:7][C:6]([OH:9])=[CH:5][CH:4]=1.I[C:11]1[CH:16]=[CH:15][C:14]([CH3:17])=[CH:13][CH:12]=1.C(=O)([O-])[O-].[Cs+].[Cs+].Cl.CN(C)CC(O)=O. Product: [CH3:1][O:2][C:3]1[CH:8]=[CH:7][C:6]([O:9][C:11]2[CH:16]=[CH:15][C:14]([CH3:17])=[CH:13][CH:12]=2)=[CH:5][CH:4]=1. The catalyst class is: 246. (5) Reactant: [NH2:1][C:2]1[C:3]([C:24]([OH:26])=O)=[N:4][C:5]([C:14]2[CH:19]=[CH:18][C:17](=[O:20])[N:16]([CH:21]([CH3:23])[CH3:22])[CH:15]=2)=[C:6]([C:8]2[CH:13]=[CH:12][CH:11]=[CH:10][CH:9]=2)[N:7]=1.Cl.CN.[CH2:30]([N:32]=C=NCCCN(C)C)C.ON1C2C=CC=CC=2N=N1. Product: [NH2:1][C:2]1[C:3]([C:24]([NH:32][CH3:30])=[O:26])=[N:4][C:5]([C:14]2[CH:19]=[CH:18][C:17](=[O:20])[N:16]([CH:21]([CH3:23])[CH3:22])[CH:15]=2)=[C:6]([C:8]2[CH:13]=[CH:12][CH:11]=[CH:10][CH:9]=2)[N:7]=1. The catalyst class is: 781. (6) Reactant: [Cl:1][C:2]1[N:7]=[C:6](/[CH:8]=[C:9](/[C:11]2[CH:12]=[C:13]([NH:17][S:18]([C:21]3[C:26]([F:27])=[CH:25][CH:24]=[CH:23][C:22]=3[F:28])(=[O:20])=[O:19])[CH:14]=[CH:15][CH:16]=2)\O)[CH:5]=[CH:4][N:3]=1.C1C(=O)N(Br)C(=O)C1.[CH3:37][N:38]([CH3:42])[C:39]([NH2:41])=[S:40]. Product: [Cl:1][C:2]1[N:7]=[C:6]([C:8]2[S:40][C:39]([N:38]([CH3:42])[CH3:37])=[N:41][C:9]=2[C:11]2[CH:12]=[C:13]([NH:17][S:18]([C:21]3[C:26]([F:27])=[CH:25][CH:24]=[CH:23][C:22]=3[F:28])(=[O:20])=[O:19])[CH:14]=[CH:15][CH:16]=2)[CH:5]=[CH:4][N:3]=1. The catalyst class is: 44. (7) Reactant: [OH:1][C:2]1[CH:7]=[CH:6][C:5]([CH2:8][CH2:9][C:10]2[O:14][C:13]([C:15]3[CH:20]=[CH:19][CH:18]=[CH:17][CH:16]=3)=[N:12][C:11]=2[CH2:21][O:22][CH2:23][O:24][CH3:25])=[CH:4][CH:3]=1.Cl[CH2:27][C:28]1[N:29]=[C:30]([C:34]2[CH:39]=[CH:38][CH:37]=[CH:36][CH:35]=2)[O:31][C:32]=1[CH3:33].C(=O)([O-])[O-].[K+].[K+].CN(C)C=O. Product: [CH3:33][C:32]1[O:31][C:30]([C:34]2[CH:35]=[CH:36][CH:37]=[CH:38][CH:39]=2)=[N:29][C:28]=1[CH2:27][O:1][C:2]1[CH:7]=[CH:6][C:5]([CH2:8][CH2:9][C:10]2[O:14][C:13]([C:15]3[CH:20]=[CH:19][CH:18]=[CH:17][CH:16]=3)=[N:12][C:11]=2[CH2:21][O:22][CH2:23][O:24][CH3:25])=[CH:4][CH:3]=1. The catalyst class is: 6. (8) Reactant: [C:1]([O:5][C:6]([N:8]1[CH:12]=[CH:11][C:10]([CH3:13])=[N:9]1)=[O:7])([CH3:4])([CH3:3])[CH3:2].[Br:14]N1C(=O)CCC1=O. Product: [C:1]([O:5][C:6]([N:8]1[CH:12]=[CH:11][C:10]([CH2:13][Br:14])=[N:9]1)=[O:7])([CH3:4])([CH3:3])[CH3:2]. The catalyst class is: 340. (9) Reactant: [N+:1]([C:4]1[CH:12]=[C:11]2[C:7]([C:8]([C:13]([OH:15])=O)=[N:9][NH:10]2)=[CH:6][CH:5]=1)([O-:3])=[O:2].[CH3:16][N:17]([CH3:21])[CH2:18][CH2:19][NH2:20].C(N(CC)CC)C.C1CN([P+](ON2N=NC3C=CC=CC2=3)(N2CCCC2)N2CCCC2)CC1.F[P-](F)(F)(F)(F)F. Product: [CH3:16][N:17]([CH3:21])[CH2:18][CH2:19][NH:20][C:13]([C:8]1[C:7]2[C:11](=[CH:12][C:4]([N+:1]([O-:3])=[O:2])=[CH:5][CH:6]=2)[NH:10][N:9]=1)=[O:15]. The catalyst class is: 136. (10) Reactant: O[CH2:2][C:3]1[CH:4]=[CH:5][C:6]([N:9]2[CH2:13][CH2:12][O:11][C:10]2=[O:14])=[N:7][CH:8]=1.[Cl:15][C:16]1[C:21]2[CH:22]=[N:23][NH:24][C:20]=2[CH:19]=[CH:18][N:17]=1.C1C=CC(P(C2C=CC=CC=2)C2C=CC=CC=2)=CC=1.C1C=CC(COC(/N=N/C(OCC2C=CC=CC=2)=O)=O)=CC=1. Product: [Cl:15][C:16]1[C:21]2=[CH:22][N:23]([CH2:2][C:3]3[CH:4]=[CH:5][C:6]([N:9]4[CH2:13][CH2:12][O:11][C:10]4=[O:14])=[N:7][CH:8]=3)[N:24]=[C:20]2[CH:19]=[CH:18][N:17]=1. The catalyst class is: 1.